From a dataset of Full USPTO retrosynthesis dataset with 1.9M reactions from patents (1976-2016). Predict the reactants needed to synthesize the given product. (1) Given the product [C:12]1([CH:18]([O:23][C:24]2[CH:25]=[C:26]([CH:27]=[C:7]3[S:1][C:2](=[S:3])[N:4]([CH2:8][C:9]([OH:11])=[O:10])[C:5]3=[O:6])[CH:29]=[CH:30][C:31]=2[O:32][CH2:33][CH2:34][C:35]2[CH:40]=[CH:39][CH:38]=[CH:37][CH:36]=2)[C:19]([F:22])([F:21])[F:20])[CH:17]=[CH:16][CH:15]=[CH:14][CH:13]=1, predict the reactants needed to synthesize it. The reactants are: [S:1]1[CH2:7][C:5](=[O:6])[N:4]([CH2:8][C:9]([OH:11])=[O:10])[C:2]1=[S:3].[C:12]1([CH:18]([O:23][C:24]2[CH:25]=[C:26]([CH:29]=[CH:30][C:31]=2[O:32][CH2:33][CH2:34][C:35]2[CH:40]=[CH:39][CH:38]=[CH:37][CH:36]=2)[CH:27]=O)[C:19]([F:22])([F:21])[F:20])[CH:17]=[CH:16][CH:15]=[CH:14][CH:13]=1.C([O-])(=O)C.[Na+]. (2) The reactants are: Br[C:2]1[N:3]=[C:4]([C:15]2[CH:20]=[CH:19][CH:18]=[CH:17][C:16]=2[Cl:21])[N:5]([CH2:7][O:8][CH2:9][CH2:10][Si:11]([CH3:14])([CH3:13])[CH3:12])[CH:6]=1.C(=O)([O-])[O-].[Na+].[Na+].CC1(C)C(C)(C)OB([C:36]2[CH:41]=[CH:40][N:39]=[C:38]([NH:42][C:43](=[O:45])[CH3:44])[CH:37]=2)O1. Given the product [Cl:21][C:16]1[CH:17]=[CH:18][CH:19]=[CH:20][C:15]=1[C:4]1[N:5]([CH2:7][O:8][CH2:9][CH2:10][Si:11]([CH3:14])([CH3:13])[CH3:12])[CH:6]=[C:2]([C:36]2[CH:41]=[CH:40][N:39]=[C:38]([NH:42][C:43](=[O:45])[CH3:44])[CH:37]=2)[N:3]=1, predict the reactants needed to synthesize it.